Dataset: Reaction yield outcomes from USPTO patents with 853,638 reactions. Task: Predict the reaction yield, written as a fraction of the theoretical maximum amount of product (1.0 means a 100% yield; for example, 0.34 means a 34% yield). (1) The catalyst is O1CCOCC1.C1C=CC([PH+]([C]2[CH][CH][CH][CH]2)C2C=CC=CC=2)=CC=1.C1C=CC([PH+]([C]2[CH][CH][CH][CH]2)C2C=CC=CC=2)=CC=1.C(Cl)Cl.Cl[Pd]Cl.[Fe].C1(P(C2C=CC=CC=2)[C-]2C=CC=C2)C=CC=CC=1.[C-]1(P(C2C=CC=CC=2)C2C=CC=CC=2)C=CC=C1.[Fe+2]. The product is [CH3:35][C:30]1([CH3:36])[C:31]([CH3:34])([CH3:33])[O:32][B:28]([C:11]2[CH:10]=[C:9]([C:4]3[C:3]([C:1]#[N:2])=[CH:8][CH:7]=[CH:6][CH:5]=3)[CH:14]=[CH:13][CH:12]=2)[O:29]1. The yield is 1.00. The reactants are [C:1]([C:3]1[CH:8]=[CH:7][CH:6]=[CH:5][C:4]=1[C:9]1[CH:14]=[CH:13][CH:12]=[C:11](OS(C(F)(F)F)(=O)=O)[CH:10]=1)#[N:2].C([O-])(=O)C.[K+].[B:28]1([B:28]2[O:32][C:31]([CH3:34])([CH3:33])[C:30]([CH3:36])([CH3:35])[O:29]2)[O:32][C:31]([CH3:34])([CH3:33])[C:30]([CH3:36])([CH3:35])[O:29]1. (2) The reactants are I[C:2]1[C:10]2[C:5](=[CH:6][CH:7]=[CH:8][CH:9]=2)[NH:4][N:3]=1.[NH:11]1[C:19]2[C:14](=[CH:15][CH:16]=[CH:17][CH:18]=2)[C:13]2([CH2:21][CH2:20]2)[C:12]1=[O:22].CC1(C)C(C)(C)OB(/[CH:31]=[CH:32]/[C:33]2[CH:34]=[N:35][CH:36]=[CH:37][CH:38]=2)O1.C(OCC)(=O)C. The catalyst is CN(C=O)C.O.C1C=CC([P]([Pd]([P](C2C=CC=CC=2)(C2C=CC=CC=2)C2C=CC=CC=2)([P](C2C=CC=CC=2)(C2C=CC=CC=2)C2C=CC=CC=2)[P](C2C=CC=CC=2)(C2C=CC=CC=2)C2C=CC=CC=2)(C2C=CC=CC=2)C2C=CC=CC=2)=CC=1. The product is [N:35]1[CH:36]=[CH:37][CH:38]=[C:33](/[CH:32]=[CH:31]/[C:2]2[C:10]3[C:5](=[CH:6][C:7]([C@H:20]4[C@@:13]5([C:14]6[C:19](=[CH:18][CH:17]=[CH:16][CH:15]=6)[NH:11][C:12]5=[O:22])[CH2:21]4)=[CH:8][CH:9]=3)[NH:4][N:3]=2)[CH:34]=1. The yield is 0.440. (3) The reactants are [NH2:1][CH2:2][CH2:3][CH:4]1[CH2:9][CH2:8][N:7]([C:10]([O:12][C:13]([CH3:16])([CH3:15])[CH3:14])=[O:11])[CH2:6][CH2:5]1.[C:17]1([C@@H:23]2[CH2:25][O:24]2)[CH:22]=[CH:21][CH:20]=[CH:19][CH:18]=1.O1CCCC1. The catalyst is O. The product is [OH:24][C@H:23]([C:17]1[CH:22]=[CH:21][CH:20]=[CH:19][CH:18]=1)[CH2:25][NH:1][CH2:2][CH2:3][CH:4]1[CH2:5][CH2:6][N:7]([C:10]([O:12][C:13]([CH3:16])([CH3:15])[CH3:14])=[O:11])[CH2:8][CH2:9]1. The yield is 0.570. (4) The reactants are COC1C=CC([C:9]2[C:13]([CH3:15])([CH3:14])[O:12][C:11](=[O:16])[C:10]=2[C:17]2[CH:22]=[CH:21][C:20]([O:23][CH2:24]C3C=CC4C(=CC=CC=4)N=3)=[CH:19][CH:18]=2)=CC=1.[N:35]1[CH:40]=[CH:39][C:38](B(O)O)=[CH:37][CH:36]=1. No catalyst specified. The product is [CH3:14][C:13]1([CH3:15])[O:12][C:11](=[O:16])[C:10]([C:17]2[CH:18]=[CH:19][C:20]([O:23][CH2:24][C:36]3[CH:37]=[CH:38][C:39]4[C:40](=[CH:13][CH:9]=[CH:10][CH:11]=4)[N:35]=3)=[CH:21][CH:22]=2)=[C:9]1[C:38]1[CH:39]=[CH:40][N:35]=[CH:36][CH:37]=1. The yield is 0.760. (5) The reactants are [C:1]([O:5][C:6]([NH:8][C@H:9]([CH2:29][C:30]1[CH:35]=[C:34]([F:36])[C:33]([F:37])=[CH:32][C:31]=1[F:38])[CH2:10][C:11]([N:13]1[CH2:18][CH2:17][N:16]2[C:19]([C:25]([F:28])([F:27])[F:26])=[N:20][C:21]([C:22]([OH:24])=[O:23])=[C:15]2[CH2:14]1)=[O:12])=[O:7])([CH3:4])([CH3:3])[CH3:2].O=C1N(P(Cl)(N2CCOC2=O)=O)CCO1.[CH3:54][C:55]([CH3:58])([O-])[CH3:56].[K+].[Cl-].[NH4+]. The catalyst is C(O)(C)(C)C.C(N(CC)CC)C.ClCCl. The product is [C:55]([O:23][C:22]([C:21]1[N:20]=[C:19]([C:25]([F:27])([F:28])[F:26])[N:16]2[CH2:17][CH2:18][N:13]([C:11](=[O:12])[CH2:10][C@H:9]([NH:8][C:6]([O:5][C:1]([CH3:4])([CH3:2])[CH3:3])=[O:7])[CH2:29][C:30]3[CH:35]=[C:34]([F:36])[C:33]([F:37])=[CH:32][C:31]=3[F:38])[CH2:14][C:15]=12)=[O:24])([CH3:58])([CH3:56])[CH3:54]. The yield is 0.336. (6) The reactants are [NH2:1][C:2]1[CH:3]=[C:4]([CH:8]=[CH:9][C:10]=1[OH:11])[C:5]([OH:7])=[O:6].S(Cl)(Cl)=O.[CH3:16]O. No catalyst specified. The product is [CH3:16][O:6][C:5](=[O:7])[C:4]1[CH:8]=[CH:9][C:10]([OH:11])=[C:2]([NH2:1])[CH:3]=1. The yield is 0.950. (7) The reactants are [CH2:1]1[O:9][C:8]2[CH:7]=[CH:6][C:5]([C:10]3[C:18]4[C:13](=[CH:14][CH:15]=[CH:16][CH:17]=4)[C:12](=O)[C:11]=3[C:20]([O:22]CC)=[O:21])=[CH:4][C:3]=2[O:2]1. The catalyst is C([O-])([O-])=O.[Na+].[Na+]. The product is [CH3:1][O:2][C:3]1[CH:4]=[CH:5][C:6]([CH:12]2[C:13]3[C:18](=[CH:17][CH:16]=[CH:15][CH:14]=3)[CH:10]([C:5]3[CH:6]=[CH:7][C:8]4[O:9][CH2:1][O:2][C:3]=4[CH:4]=3)[CH:11]2[C:20]([OH:22])=[O:21])=[CH:7][CH:8]=1. The yield is 1.00.